This data is from Full USPTO retrosynthesis dataset with 1.9M reactions from patents (1976-2016). The task is: Predict the reactants needed to synthesize the given product. (1) Given the product [CH3:34][C@@H:35]1[N:40]([CH3:41])[CH2:39][CH2:38][N:37]([CH2:42][CH2:43][O:44][C:2]2[CH:7]=[CH:6][N:5]3[C:8]([C:11]([NH:13][C:14]4[CH:22]=[CH:21][CH:20]=[C:19]5[C:15]=4[C:16]([CH3:33])=[N:17][N:18]5[CH2:23][C:24]4[CH:29]=[CH:28][CH:27]=[C:26]([CH3:30])[N:25]=4)=[O:12])=[CH:9][N:10]=[C:4]3[CH:3]=2)[CH2:36]1, predict the reactants needed to synthesize it. The reactants are: Cl[C:2]1[CH:7]=[CH:6][N:5]2[C:8]([C:11]([NH:13][C:14]3[CH:22]=[CH:21][CH:20]=[C:19]4[C:15]=3[C:16]([CH3:33])=[N:17][N:18]4[CH2:23][C:24]3[CH:29]=[CH:28][CH:27]=[C:26]([CH:30](C)C)[N:25]=3)=[O:12])=[CH:9][N:10]=[C:4]2[CH:3]=1.[CH3:34][C@@H:35]1[N:40]([CH3:41])[CH2:39][CH2:38][N:37]([CH2:42][CH2:43][OH:44])[CH2:36]1.C[C@H]1N(C)[C@@H](C)CN(CCO)C1. (2) Given the product [F:33][C:34]([F:39])([F:38])[C:35]([OH:37])=[O:36].[C:20]1([NH:19][C:16]2[CH:17]=[C:18]3[C:13]([C:12](=[O:30])[N:11]4[CH2:31][CH2:32][NH:8][CH2:9][C@H:10]43)=[C:14]([C:26]([F:28])([F:29])[F:27])[CH:15]=2)[CH:21]=[CH:22][CH:23]=[CH:24][CH:25]=1, predict the reactants needed to synthesize it. The reactants are: C(OC([N:8]1[CH2:32][CH2:31][N:11]2[C:12](=[O:30])[C:13]3[C:18]([C@@H:10]2[CH2:9]1)=[CH:17][C:16]([NH:19][C:20]1[CH:25]=[CH:24][CH:23]=[CH:22][CH:21]=1)=[CH:15][C:14]=3[C:26]([F:29])([F:28])[F:27])=O)(C)(C)C.[F:33][C:34]([F:39])([F:38])[C:35]([OH:37])=[O:36].